Dataset: Full USPTO retrosynthesis dataset with 1.9M reactions from patents (1976-2016). Task: Predict the reactants needed to synthesize the given product. (1) Given the product [CH2:36]([N:35]([CH2:34][C:32]1[S:31][CH:30]=[C:29]([C:26]2[CH:27]=[C:28]3[C:23](=[C:24]([C:40]([NH2:42])=[O:41])[CH:25]=2)[NH:22][CH:21]=[C:20]3[CH:17]2[CH2:18][CH2:19][N:14]([S:11]([CH:9]([CH3:8])[CH3:10])(=[O:12])=[O:13])[CH2:15][CH2:16]2)[CH:33]=1)[CH3:39])[CH3:37], predict the reactants needed to synthesize it. The reactants are: FC(F)(F)C(O)=O.[CH3:8][CH:9]([S:11]([N:14]1[CH2:19][CH2:18][CH:17]([C:20]2[C:28]3[C:23](=[C:24]([C:40]([NH2:42])=[O:41])[CH:25]=[C:26]([C:29]4[CH:33]=[C:32]([CH2:34][N:35]([CH3:39])[CH2:36][CH2:37]C)[S:31][CH:30]=4)[CH:27]=3)[NH:22][CH:21]=2)[CH2:16][CH2:15]1)(=[O:13])=[O:12])[CH3:10].CNCCC. (2) Given the product [F:1][C:2]1[CH:7]=[C:6]([I:8])[CH:5]=[CH:4][C:3]=1[NH:9][C:10]1[N:15]([CH3:16])[C:14](=[O:17])[C:13]2[CH:18]=[CH:19][O:20][C:12]=2[C:11]=1[C:21]([NH:26][O:25][CH3:24])=[O:23], predict the reactants needed to synthesize it. The reactants are: [F:1][C:2]1[CH:7]=[C:6]([I:8])[CH:5]=[CH:4][C:3]=1[NH:9][C:10]1[N:15]([CH3:16])[C:14](=[O:17])[C:13]2[CH:18]=[CH:19][O:20][C:12]=2[C:11]=1[C:21]([OH:23])=O.[CH3:24][O:25][NH2:26]. (3) Given the product [F:1][C:2]([F:11])([F:12])[C:3]1[CH:10]=[CH:9][C:6]([CH2:7][NH:8][C:33]([NH:31][C:30]2[C:26]3[NH:25][C:17](=[O:23])[NH:8][C:7]=3[CH:6]=[CH:5][CH:4]=2)=[O:34])=[CH:5][CH:4]=1, predict the reactants needed to synthesize it. The reactants are: [F:1][C:2]([F:12])([F:11])[C:3]1[CH:10]=[CH:9][C:6]([CH2:7][NH2:8])=[CH:5][CH:4]=1.ClC(Cl)(O[C:17](=[O:23])OC(Cl)(Cl)Cl)Cl.[N-:25]=[C:26]=O.CO.[CH3:30][N:31]([CH:33]=[O:34])C. (4) Given the product [Br:5][C:6]1[CH:32]=[CH:31][C:9]([CH2:10][N:11]2[C:12]3[CH:17]=[CH:16][C:15]([O:18][CH2:19][C:20]4[CH:29]=[CH:28][C:27]5[C:22](=[CH:23][CH:24]=[CH:25][CH:26]=5)[N:21]=4)=[CH:14][C:13]=3[N:30]=[C:42]2[C@H:35]2[C@H:36]([C:37]([O:39][CH2:40][CH3:41])=[O:38])[C:34]2([CH3:33])[CH3:47])=[CH:8][CH:7]=1, predict the reactants needed to synthesize it. The reactants are: C[Al](C)C.[Br:5][C:6]1[CH:32]=[CH:31][C:9]([CH2:10][NH:11][C:12]2[C:13]([NH2:30])=[CH:14][C:15]([O:18][CH2:19][C:20]3[CH:29]=[CH:28][C:27]4[C:22](=[CH:23][CH:24]=[CH:25][CH:26]=4)[N:21]=3)=[CH:16][CH:17]=2)=[CH:8][CH:7]=1.[CH3:33][C:34]1([CH3:47])[C@@H:36]([C:37]([O:39][CH2:40][CH3:41])=[O:38])[C@@H:35]1[C:42](OCC)=O. (5) Given the product [OH:8][CH2:7][CH:4]1[CH2:5][CH2:6][N:1]([C:14]([O:15][CH2:16][C:17]2[CH:22]=[CH:21][CH:20]=[CH:19][CH:18]=2)=[O:23])[CH2:2][CH2:3]1, predict the reactants needed to synthesize it. The reactants are: [NH:1]1[CH2:6][CH2:5][CH:4]([CH2:7][OH:8])[CH2:3][CH2:2]1.C([O-])(O)=O.[Na+].[C:14](=O)([O:23]N1C(=O)CCC1=O)[O:15][CH2:16][C:17]1[CH:22]=[CH:21][CH:20]=[CH:19][CH:18]=1.